Dataset: Forward reaction prediction with 1.9M reactions from USPTO patents (1976-2016). Task: Predict the product of the given reaction. Given the reactants [C:1]([N:3]1[CH2:8][CH2:7][CH:6]([N:9]([CH:23]2[CH2:25][CH2:24]2)[C:10](=[O:22])[C:11]2[CH:16]=[CH:15][C:14]([C:17]3[O:21][CH:20]=[N:19][CH:18]=3)=[CH:13][CH:12]=2)[CH2:5][CH2:4]1)#[N:2].[Br:26][C:27]1[CH:28]=[C:29]([CH:34]=[CH:35][CH:36]=1)[C:30]([NH:32][OH:33])=N, predict the reaction product. The product is: [Br:26][C:27]1[CH:28]=[C:29]([C:30]2[N:2]=[C:1]([N:3]3[CH2:4][CH2:5][CH:6]([N:9]([CH:23]4[CH2:25][CH2:24]4)[C:10](=[O:22])[C:11]4[CH:12]=[CH:13][C:14]([C:17]5[O:21][CH:20]=[N:19][CH:18]=5)=[CH:15][CH:16]=4)[CH2:7][CH2:8]3)[O:33][N:32]=2)[CH:34]=[CH:35][CH:36]=1.